Dataset: Full USPTO retrosynthesis dataset with 1.9M reactions from patents (1976-2016). Task: Predict the reactants needed to synthesize the given product. (1) Given the product [CH3:1][O:2][C:3]1[CH:8]=[CH:7][C:6]([NH2:9])=[CH:5][C:4]=1[N+:14]([O-:16])=[O:15], predict the reactants needed to synthesize it. The reactants are: [CH3:1][O:2][C:3]1[CH:8]=[CH:7][C:6]([NH2:9])=[CH:5][CH:4]=1.NC(N)=O.[N+:14]([O-])([O-:16])=[O:15].[K+].[OH-].[Na+]. (2) Given the product [CH2:1]1[CH:9]2[N:4]([CH2:5][CH2:6][CH:7]([C:10]3[C:18]4[C:17](=[N:16][CH:15]=[CH:14][CH:13]=4)[N:12]([S:29]([C:19]4[C:28]5[C:23](=[CH:24][CH:25]=[CH:26][CH:27]=5)[CH:22]=[CH:21][CH:20]=4)(=[O:31])=[O:30])[CH:11]=3)[CH2:8]2)[CH2:3][CH2:2]1, predict the reactants needed to synthesize it. The reactants are: [CH2:1]1[CH:9]2[N:4]([CH2:5][CH2:6][CH:7]([C:10]3[C:18]4[C:13](=[CH:14][CH:15]=[N:16][CH:17]=4)[NH:12][CH:11]=3)[CH2:8]2)[CH2:3][CH2:2]1.[C:19]1([S:29](Cl)(=[O:31])=[O:30])[C:28]2[C:23](=[CH:24][CH:25]=[CH:26][CH:27]=2)[CH:22]=[CH:21][CH:20]=1.C[Si]([N-][Si](C)(C)C)(C)C.[Na+].